Dataset: Reaction yield outcomes from USPTO patents with 853,638 reactions. Task: Predict the reaction yield, written as a fraction of the theoretical maximum amount of product (1.0 means a 100% yield; for example, 0.34 means a 34% yield). (1) The reactants are C[O:2][C:3]([C:5]1[C:10](Cl)=[CH:9][C:8](=[O:12])[N:7]([C:13]2[CH:18]=[CH:17][CH:16]=[CH:15][CH:14]=2)[N:6]=1)=[O:4].[Br:19][C:20]1[CH:26]=[CH:25][C:23]([NH2:24])=[C:22]([F:27])[CH:21]=1.C(=O)([O-])[O-].[Cs+].[Cs+].O. The catalyst is ClC1C=CC=CC=1Cl.CCOC(C)=O. The product is [Br:19][C:20]1[CH:26]=[CH:25][C:23]([NH:24][C:10]2[C:5]([C:3]([OH:2])=[O:4])=[N:6][N:7]([C:13]3[CH:18]=[CH:17][CH:16]=[CH:15][CH:14]=3)[C:8](=[O:12])[CH:9]=2)=[C:22]([F:27])[CH:21]=1. The yield is 0.430. (2) The reactants are [CH3:1][C:2]1[NH:3][CH:4]=[CH:5][N:6]=1.[H-].[Na+].Cl.Cl.[Cl:11][CH2:12][C:13]1[CH:18]=[CH:17][C:16]([C:19]2[C:20]([N:25]3[CH2:30][CH2:29][N:28]([CH2:31][C:32]4[CH:33]=[N:34][N:35]([CH3:38])[C:36]=4[CH3:37])[CH2:27][CH2:26]3)=[N:21][CH:22]=[CH:23][N:24]=2)=[CH:15][CH:14]=1.[I-].[Na+].Cl. The catalyst is CN(C)C=O.C(#N)C.O. The product is [ClH:11].[CH3:38][N:35]1[C:36]([CH3:37])=[C:32]([CH2:31][N:28]2[CH2:27][CH2:26][N:25]([C:20]3[C:19]([C:16]4[CH:15]=[CH:14][C:13]([CH2:12][N:3]5[CH:4]=[CH:5][N:6]=[C:2]5[CH3:1])=[CH:18][CH:17]=4)=[N:24][CH:23]=[CH:22][N:21]=3)[CH2:30][CH2:29]2)[CH:33]=[N:34]1. The yield is 0.520. (3) The reactants are [CH3:1][O:2][C:3](=[O:13])[C:4]1[CH:9]=[C:8]([I:10])[CH:7]=[C:6]([CH3:11])[C:5]=1[OH:12].[OH-].[Na+].S(OC)(O[CH3:20])(=O)=O. The catalyst is ClCCl.[Br-].C([N+](CCCC)(CCCC)CCCC)CCC.O. The product is [I:10][C:8]1[CH:7]=[C:6]([CH3:11])[C:5]([O:12][CH3:20])=[C:4]([CH:9]=1)[C:3]([O:2][CH3:1])=[O:13]. The yield is 0.860. (4) The product is [CH3:13][S:12][C:9]1[N:10]=[CH:11][C:6]2[CH:5]=[CH:4][N:3]=[C:2]([NH:19][CH2:14][C:15]([CH3:18])([CH3:17])[CH3:16])[C:7]=2[N:8]=1. The catalyst is CN1C(=O)CCC1.C([O-])(O)=O.[Na+].CCOC(C)=O. The yield is 0.740. The reactants are Cl[C:2]1[C:7]2[N:8]=[C:9]([S:12][CH3:13])[N:10]=[CH:11][C:6]=2[CH:5]=[CH:4][N:3]=1.[CH2:14]([NH2:19])[C:15]([CH3:18])([CH3:17])[CH3:16]. (5) The yield is 0.860. The product is [CH2:1]([O:8][N:9]([C@H:22]1[CH2:27][N:26]([C:28]([O:30][C:31]([CH3:32])([CH3:33])[CH3:34])=[O:29])[C@H:25]([C:35](=[O:36])[NH2:40])[CH2:24][CH2:23]1)[S:10]([C:13]1[CH:18]=[CH:17][CH:16]=[CH:15][C:14]=1[N+:19]([O-:21])=[O:20])(=[O:12])=[O:11])[C:2]1[CH:3]=[CH:4][CH:5]=[CH:6][CH:7]=1. The reactants are [CH2:1]([O:8][N:9]([C@H:22]1[CH2:27][N:26]([C:28]([O:30][C:31]([CH3:34])([CH3:33])[CH3:32])=[O:29])[C@H:25]([C:35](O)=[O:36])[CH2:24][CH2:23]1)[S:10]([C:13]1[CH:18]=[CH:17][CH:16]=[CH:15][C:14]=1[N+:19]([O-:21])=[O:20])(=[O:12])=[O:11])[C:2]1[CH:7]=[CH:6][CH:5]=[CH:4][CH:3]=1.CC[N:40]=C=NCCCN(C)C.C1C=CC2N(O)N=NC=2C=1.[NH4+].[Cl-].CCN(C(C)C)C(C)C. The catalyst is CN(C=O)C.CCOC(C)=O.